This data is from Full USPTO retrosynthesis dataset with 1.9M reactions from patents (1976-2016). The task is: Predict the reactants needed to synthesize the given product. (1) Given the product [F:15][C:16]1[N:21]2[CH:22]=[C:23]([CH2:25][N:12]3[CH:13]4[CH:8]([CH2:7][CH2:6][C:5]5[C:14]4=[N:1][CH:2]=[CH:3][CH:4]=5)[CH2:9][CH2:10][CH2:11]3)[N:24]=[C:20]2[CH:19]=[CH:18][CH:17]=1, predict the reactants needed to synthesize it. The reactants are: [NH:1]1[CH:14]2[CH:5]([CH2:6][CH2:7][C:8]3[C:13]2=[N:12][CH:11]=[CH:10][CH:9]=3)[CH2:4][CH2:3][CH2:2]1.[F:15][C:16]1[N:21]2[CH:22]=[C:23]([CH:25]=O)[N:24]=[C:20]2[CH:19]=[CH:18][CH:17]=1.C(O)(=O)C.C(O[BH-](OC(=O)C)OC(=O)C)(=O)C.[Na+]. (2) Given the product [F:22][C:21]([F:23])([F:24])[C:19]1[CH:18]=[C:5]([CH:4]=[C:3]([C:2]([F:1])([F:25])[F:26])[CH:20]=1)[C:6]([N:8]1[CH2:13][CH2:12][CH2:11][CH2:10][CH:9]1[CH2:14][C:15]([NH:32][C:31]1[CH:33]=[CH:34][C:28]([Cl:27])=[CH:29][CH:30]=1)=[O:16])=[O:7], predict the reactants needed to synthesize it. The reactants are: [F:1][C:2]([F:26])([F:25])[C:3]1[CH:4]=[C:5]([CH:18]=[C:19]([C:21]([F:24])([F:23])[F:22])[CH:20]=1)[C:6]([N:8]1[CH2:13][CH2:12][CH2:11][CH2:10][CH:9]1[CH2:14][C:15](O)=[O:16])=[O:7].[Cl:27][C:28]1[CH:34]=[CH:33][C:31]([NH2:32])=[CH:30][CH:29]=1.O.ON1C2C=CC=CC=2N=N1.Cl.CN(C)CCCN=C=NCC.C(N(CC)C(C)C)(C)C. (3) Given the product [CH3:11][S:12]([C:5]1[CH:6]=[C:7]([NH2:8])[C:2]([NH2:1])=[N:3][CH:4]=1)(=[O:14])=[O:13], predict the reactants needed to synthesize it. The reactants are: [NH2:1][C:2]1[C:7]([NH2:8])=[CH:6][C:5](Br)=[CH:4][N:3]=1.[Na+].[CH3:11][S:12]([O-:14])=[O:13].N[C@@H]1CCCC[C@H]1N. (4) Given the product [CH3:1][N:2]1[CH2:7][CH2:6][C:5]([C:8]2[CH:9]=[CH:10][C:11]([F:14])=[CH:12][CH:13]=2)([CH2:15][NH:16][C:28]([C:21]2[C:22]3[C:27](=[CH:26][CH:25]=[CH:24][CH:23]=3)[C:18]([Br:17])=[CH:19][CH:20]=2)=[O:29])[CH2:4][CH2:3]1, predict the reactants needed to synthesize it. The reactants are: [CH3:1][N:2]1[CH2:7][CH2:6][C:5]([CH2:15][NH2:16])([C:8]2[CH:13]=[CH:12][C:11]([F:14])=[CH:10][CH:9]=2)[CH2:4][CH2:3]1.[Br:17][C:18]1[C:27]2[C:22](=[CH:23][CH:24]=[CH:25][CH:26]=2)[C:21]([C:28](Cl)=[O:29])=[CH:20][CH:19]=1. (5) Given the product [F:21][C:22]1[CH:27]=[CH:26][CH:25]=[CH:24][C:23]=1[N:28]1[CH2:33][CH2:32][N:31]([CH2:16][CH2:15][CH2:14][C:13]2[N:9]([C:6]3[CH:7]=[CH:8][C:3]([O:2][CH3:1])=[CH:4][CH:5]=3)[N:10]=[C:11]([CH2:18][CH2:19][CH3:20])[CH:12]=2)[CH2:30][CH2:29]1, predict the reactants needed to synthesize it. The reactants are: [CH3:1][O:2][C:3]1[CH:8]=[CH:7][C:6]([N:9]2[C:13]([CH2:14][CH2:15][CH:16]=O)=[CH:12][C:11]([CH2:18][CH2:19][CH3:20])=[N:10]2)=[CH:5][CH:4]=1.[F:21][C:22]1[CH:27]=[CH:26][CH:25]=[CH:24][C:23]=1[N:28]1[CH2:33][CH2:32][NH:31][CH2:30][CH2:29]1.[BH3-]C#N.[Na+]. (6) Given the product [NH2:8][C:9]1[N:17]=[CH:16][N:15]=[C:14]2[C:10]=1[N:11]=[CH:12][N:13]2[C@@H:18]1[O:19][C@H:20]([CH2:28][NH:29][CH2:30][CH2:31][CH2:32][NH:33][C:34]([NH:36][C:37]2[CH:38]=[CH:39][C:40]([C:43]([CH3:44])([CH3:45])[CH3:46])=[CH:41][CH:42]=2)=[O:35])[C@@H:21]([OH:25])[C@H:22]1[OH:23], predict the reactants needed to synthesize it. The reactants are: C(O)(C(F)(F)F)=O.[NH2:8][C:9]1[N:17]=[CH:16][N:15]=[C:14]2[C:10]=1[N:11]=[CH:12][N:13]2[C@H:18]1[C@@H:22]2[O:23]C(C)(C)[O:25][C@@H:21]2[C@@H:20]([CH2:28][NH:29][CH2:30][CH2:31][CH2:32][NH:33][C:34]([NH:36][C:37]2[CH:42]=[CH:41][C:40]([C:43]([CH3:46])([CH3:45])[CH3:44])=[CH:39][CH:38]=2)=[O:35])[O:19]1.C([O-])([O-])=O.[K+].[K+]. (7) Given the product [N:1]1([CH2:7][C:8]2[CH:24]=[CH:23][C:11]3[NH:12][C:13]([C:15]4[C:19]([NH2:20])=[CH:18][NH:17][N:16]=4)=[N:14][C:10]=3[CH:9]=2)[CH2:6][CH2:5][O:4][CH2:3][CH2:2]1, predict the reactants needed to synthesize it. The reactants are: [N:1]1([CH2:7][C:8]2[CH:24]=[CH:23][C:11]3[NH:12][C:13]([C:15]4[C:19]([N+:20]([O-])=O)=[CH:18][NH:17][N:16]=4)=[N:14][C:10]=3[CH:9]=2)[CH2:6][CH2:5][O:4][CH2:3][CH2:2]1. (8) Given the product [CH2:16]([O:15][C:14]1[CH:13]=[C:12]([NH:36][CH2:35][C:34]2[CH:37]=[CH:38][C:31]([F:30])=[CH:32][CH:33]=2)[N:11]=[N:10][C:9]=1[O:8][CH2:1][C:2]1[CH:7]=[CH:6][CH:5]=[CH:4][CH:3]=1)[C:17]1[CH:22]=[CH:21][CH:20]=[CH:19][CH:18]=1, predict the reactants needed to synthesize it. The reactants are: [CH2:1]([O:8][C:9]1[N:10]=[N:11][C:12](Cl)=[CH:13][C:14]=1[O:15][CH2:16][C:17]1[CH:22]=[CH:21][CH:20]=[CH:19][CH:18]=1)[C:2]1[CH:7]=[CH:6][CH:5]=[CH:4][CH:3]=1.CC(C)([O-])C.[Na+].[F:30][C:31]1[CH:38]=[CH:37][C:34]([CH2:35][NH2:36])=[CH:33][CH:32]=1. (9) Given the product [F:21][CH:20]([F:22])[C:13]1[N:12]=[CH:11][C:10]([C:5]2([C:8]#[N:9])[CH2:4][CH2:3][C:2]([F:1])([F:16])[CH2:7][CH2:6]2)=[CH:15][N:14]=1, predict the reactants needed to synthesize it. The reactants are: [F:1][C:2]1([F:16])[CH2:7][CH2:6][C:5]([C:10]2[CH:11]=[N:12][CH:13]=[N:14][CH:15]=2)([C:8]#[N:9])[CH2:4][CH2:3]1.O.C(O)([C:20](F)([F:22])[F:21])=O.C(OO)(C)(C)C. (10) Given the product [Br:1][C:2]1[CH:3]=[C:4]2[C:8](=[CH:9][CH:10]=1)[N:7]([CH:11]1[CH2:16][CH2:15][CH2:14][CH2:13][O:12]1)[N:6]=[C:5]2[C:30]1[CH:31]=[C:26]([O:25][CH2:24][C:23]2[CH:22]=[CH:21][C:20]([O:19][CH3:18])=[CH:41][CH:40]=2)[N:27]=[C:28]([S:36]([CH3:39])(=[O:38])=[O:37])[N:29]=1, predict the reactants needed to synthesize it. The reactants are: [Br:1][C:2]1[CH:3]=[C:4]2[C:8](=[CH:9][CH:10]=1)[N:7]([CH:11]1[CH2:16][CH2:15][CH2:14][CH2:13][O:12]1)[N:6]=[C:5]2I.[CH3:18][O:19][C:20]1[CH:41]=[CH:40][C:23]([CH2:24][O:25][C:26]2[CH:31]=[C:30]([Sn](C)(C)C)[N:29]=[C:28]([S:36]([CH3:39])(=[O:38])=[O:37])[N:27]=2)=[CH:22][CH:21]=1.